Dataset: Forward reaction prediction with 1.9M reactions from USPTO patents (1976-2016). Task: Predict the product of the given reaction. (1) Given the reactants Br[C:2]1[CH:9]=[CH:8][C:5]([C:6]#[N:7])=[CH:4][CH:3]=1.[C:10]([O:14][C:15]([N:17]1[CH2:21][C@H:20]([OH:22])[CH2:19][C@@H:18]1[C:23]([N:25]1[CH2:31][CH2:30][CH2:29][N:28]([CH:32]2[CH2:35][CH2:34][CH2:33]2)[CH2:27][CH2:26]1)=[O:24])=[O:16])([CH3:13])([CH3:12])[CH3:11], predict the reaction product. The product is: [C:10]([O:14][C:15]([N:17]1[CH2:21][C@H:20]([O:22][C:2]2[CH:9]=[CH:8][C:5]([C:6]#[N:7])=[CH:4][CH:3]=2)[CH2:19][C@@H:18]1[C:23]([N:25]1[CH2:31][CH2:30][CH2:29][N:28]([CH:32]2[CH2:33][CH2:34][CH2:35]2)[CH2:27][CH2:26]1)=[O:24])=[O:16])([CH3:13])([CH3:11])[CH3:12]. (2) Given the reactants [CH3:1][C:2]([C:12]1[C:20]2[O:19][CH2:18][CH2:17][C:16]=2[CH:15]=[C:14]([C:21]2[CH:22]=[N:23][CH:24]=[N:25][CH:26]=2)[CH:13]=1)([CH3:11])[CH2:3][C:4]1([C:7]([F:10])([F:9])[F:8])[CH2:6][O:5]1.[NH:27]1[C:35]2[CH2:34][CH2:33][CH2:32][C:31](=[O:36])[C:30]=2[CH:29]=[CH:28]1.[O-]CC.[Na+], predict the reaction product. The product is: [OH:5][C:4]([C:7]([F:10])([F:8])[F:9])([CH2:3][C:2]([CH3:1])([C:12]1[C:20]2[O:19][CH2:18][CH2:17][C:16]=2[CH:15]=[C:14]([C:21]2[CH:26]=[N:25][CH:24]=[N:23][CH:22]=2)[CH:13]=1)[CH3:11])[CH2:6][N:27]1[C:35]2[CH2:34][CH2:33][CH2:32][C:31](=[O:36])[C:30]=2[CH:29]=[CH:28]1. (3) The product is: [CH2:1]([N:8]1[CH2:13][CH2:12][C:11]2([C:14](=[O:15])[NH:21][CH2:20][CH2:19]2)[CH:10]([OH:22])[CH2:9]1)[C:2]1[CH:7]=[CH:6][CH:5]=[CH:4][CH:3]=1. Given the reactants [CH2:1]([N:8]1[CH2:13][CH2:12][C:11]([CH2:19][C:20]#[N:21])([C:14](OCC)=[O:15])[C:10](=[O:22])[CH2:9]1)[C:2]1[CH:7]=[CH:6][CH:5]=[CH:4][CH:3]=1.CO.C(O)(=O)C.C([O-])([O-])=O.[K+].[K+], predict the reaction product. (4) Given the reactants [C:1]([C:3]1[C:8]([C:9]2[CH:14]=[CH:13][CH:12]=[C:11]([CH:15]=O)[CH:10]=2)=[CH:7][C:6]([CH2:17][NH:18][C:19]([C:21]2[CH:26]=[CH:25][CH:24]=[C:23]([C:27]([NH:29][CH2:30][C:31]3[C:32]([NH:44][CH:45]4[CH2:50][CH2:49][O:48][CH2:47][CH2:46]4)=[C:33]4[CH:41]=[N:40][N:39]([CH2:42][CH3:43])[C:34]4=[N:35][C:36]=3[CH2:37][CH3:38])=[O:28])[CH:22]=2)=[O:20])=[CH:5][CH:4]=1)#[N:2].[CH3:51][N:52]1[CH2:58][CH2:57][CH2:56][NH:55][CH2:54][CH2:53]1.C(O[BH-](OC(=O)C)OC(=O)C)(=O)C.[Na+].CC(O)=O, predict the reaction product. The product is: [C:1]([C:3]1[C:8]([C:9]2[CH:14]=[CH:13][CH:12]=[C:11]([CH2:15][N:55]3[CH2:56][CH2:57][CH2:58][N:52]([CH3:51])[CH2:53][CH2:54]3)[CH:10]=2)=[CH:7][C:6]([CH2:17][NH:18][C:19]([C:21]2[CH:26]=[CH:25][CH:24]=[C:23]([C:27]([NH:29][CH2:30][C:31]3[C:32]([NH:44][CH:45]4[CH2:50][CH2:49][O:48][CH2:47][CH2:46]4)=[C:33]4[CH:41]=[N:40][N:39]([CH2:42][CH3:43])[C:34]4=[N:35][C:36]=3[CH2:37][CH3:38])=[O:28])[CH:22]=2)=[O:20])=[CH:5][CH:4]=1)#[N:2].